Predict the product of the given reaction. From a dataset of Forward reaction prediction with 1.9M reactions from USPTO patents (1976-2016). Given the reactants C[O:2][C:3](=[O:33])[C@H:4]([NH:13][C:14]([C:16]1[CH:21]=[C:20]([N:22]2[CH2:31][CH2:30][C:29]3[C:24](=[CH:25][CH:26]=[CH:27][CH:28]=3)[CH2:23]2)[N:19]=[C:18]([Cl:32])[N:17]=1)=[O:15])[CH2:5][C:6]1[CH:11]=[CH:10][C:9]([Cl:12])=[CH:8][CH:7]=1.[OH-].[Li+], predict the reaction product. The product is: [Cl:32][C:18]1[N:17]=[C:16]([C:14]([NH:13][C@H:4]([CH2:5][C:6]2[CH:7]=[CH:8][C:9]([Cl:12])=[CH:10][CH:11]=2)[C:3]([OH:33])=[O:2])=[O:15])[CH:21]=[C:20]([N:22]2[CH2:31][CH2:30][C:29]3[C:24](=[CH:25][CH:26]=[CH:27][CH:28]=3)[CH2:23]2)[N:19]=1.